From a dataset of Full USPTO retrosynthesis dataset with 1.9M reactions from patents (1976-2016). Predict the reactants needed to synthesize the given product. (1) Given the product [CH3:26][S:27]([O:15][CH2:14][C:13]1[C:9]([C:7](=[O:8])[NH:6][CH:1]2[CH2:2][CH2:3][CH2:4][CH2:5]2)=[N:10][O:11][C:12]=1[C:16]1[CH:17]=[CH:18][C:19]([C:22]([F:24])([F:25])[F:23])=[CH:20][CH:21]=1)(=[O:29])=[O:28], predict the reactants needed to synthesize it. The reactants are: [CH:1]1([NH:6][C:7]([C:9]2[C:13]([CH2:14][OH:15])=[C:12]([C:16]3[CH:21]=[CH:20][C:19]([C:22]([F:25])([F:24])[F:23])=[CH:18][CH:17]=3)[O:11][N:10]=2)=[O:8])[CH2:5][CH2:4][CH2:3][CH2:2]1.[CH3:26][S:27](Cl)(=[O:29])=[O:28].C(N(CC)CC)C. (2) The reactants are: [CH3:1][S:2][C:3]1[CH:4]=[CH:5][C:6]2[O:10][C:9]([CH2:11][OH:12])=[CH:8][C:7]=2[CH:13]=1.[H-].[Na+].[C:16]([O:20][C:21]([N:23]1[CH2:28][CH2:27][CH:26]([CH2:29]OS(C)(=O)=O)[CH2:25][CH2:24]1)=[O:22])([CH3:19])([CH3:18])[CH3:17]. Given the product [C:16]([O:20][C:21]([N:23]1[CH2:28][CH2:27][CH:26]([CH2:29][O:12][CH2:11][C:9]2[O:10][C:6]3[CH:5]=[CH:4][C:3]([S:2][CH3:1])=[CH:13][C:7]=3[CH:8]=2)[CH2:25][CH2:24]1)=[O:22])([CH3:19])([CH3:17])[CH3:18], predict the reactants needed to synthesize it. (3) Given the product [Br:1][C:2]12[S:18][CH:3]1[CH:4]1[S:8][CH:5]1[CH:6]=[CH:7]2, predict the reactants needed to synthesize it. The reactants are: [Br:1][C:2]1[CH:7]=[CH:6][C:5]([SH:8])=[CH:4][CH:3]=1.II.C(N(CC)CC)C.[S:18](=O)(O)[O-].[Na+]. (4) Given the product [CH2:1]([O:3][C:4]([C:5]1[C:6](=[O:7])[C:8]2[C:9](=[C:10]([Cl:14])[CH:11]=[CH:12][CH:13]=2)[N:17]([CH2:24][C:23]2[CH:26]=[CH:27][C:20]([I:19])=[CH:21][CH:22]=2)[N:16]=1)=[O:18])[CH3:2], predict the reactants needed to synthesize it. The reactants are: [CH2:1]([O:3][C:4](=[O:18])[C:5](=[N:16][NH2:17])[C:6]([C:8]1[CH:13]=[CH:12][CH:11]=[C:10]([Cl:14])[C:9]=1F)=[O:7])[CH3:2].[I:19][C:20]1[CH:27]=[CH:26][C:23]([CH2:24]Br)=[CH:22][CH:21]=1.[H-].[Na+].[Cl-].[NH4+].